Dataset: Forward reaction prediction with 1.9M reactions from USPTO patents (1976-2016). Task: Predict the product of the given reaction. Given the reactants Br[C:2]1[C:10]2[O:9][CH2:8][CH2:7][C:6]=2[CH:5]=[C:4]([CH:11]=[O:12])[CH:3]=1.[Cu][C:14]#[N:15], predict the reaction product. The product is: [CH:11]([C:4]1[CH:3]=[C:2]([C:14]#[N:15])[C:10]2[O:9][CH2:8][CH2:7][C:6]=2[CH:5]=1)=[O:12].